This data is from Full USPTO retrosynthesis dataset with 1.9M reactions from patents (1976-2016). The task is: Predict the reactants needed to synthesize the given product. (1) Given the product [CH3:1][C:2]1[O:6][N:5]=[C:4]([C:7]2[CH:8]=[CH:9][CH:10]=[CH:11][CH:12]=2)[C:3]=1[CH2:13][O:14][C:15]1[N:20]=[N:19][C:18]([NH:21][C:22](=[O:26])[CH2:23][CH2:24][CH3:25])=[CH:17][CH:16]=1, predict the reactants needed to synthesize it. The reactants are: [CH3:1][C:2]1[O:6][N:5]=[C:4]([C:7]2[CH:12]=[CH:11][CH:10]=[CH:9][CH:8]=2)[C:3]=1[CH2:13][O:14][C:15]1[N:20]=[N:19][C:18]([NH2:21])=[CH:17][CH:16]=1.[C:22](Cl)(=[O:26])[CH2:23][CH2:24][CH3:25]. (2) Given the product [C:23]([C:4]1[CH:3]=[C:2]([C:27]([O:29][CH2:30][C:31]([Cl:34])([Cl:33])[Cl:32])=[O:28])[N:6]([C:7]2[CH:8]=[C:9]3[C:13](=[CH:14][CH:15]=2)[N:12]([C:16]([O:18][C:19]([CH3:22])([CH3:20])[CH3:21])=[O:17])[N:11]=[CH:10]3)[N:5]=1)([CH3:26])([CH3:25])[CH3:24], predict the reactants needed to synthesize it. The reactants are: N[C:2]1[N:6]([C:7]2[CH:8]=[C:9]3[C:13](=[CH:14][CH:15]=2)[N:12]([C:16]([O:18][C:19]([CH3:22])([CH3:21])[CH3:20])=[O:17])[N:11]=[CH:10]3)[N:5]=[C:4]([C:23]([CH3:26])([CH3:25])[CH3:24])[CH:3]=1.[C:27](Cl)([O:29][CH2:30][C:31]([Cl:34])([Cl:33])[Cl:32])=[O:28].C([O-])(O)=O.[Na+].